Dataset: Forward reaction prediction with 1.9M reactions from USPTO patents (1976-2016). Task: Predict the product of the given reaction. (1) Given the reactants [NH2:1][C:2]1[S:3][CH:4]=[CH:5][N:6]=1.[CH3:7][C:8]1([CH3:16])[C:10]([CH3:12])([CH3:11])[CH:9]1[C:13](Cl)=[O:14].C(N(CC)CC)C, predict the reaction product. The product is: [CH3:7][C:8]1([CH3:16])[C:10]([CH3:12])([CH3:11])[CH:9]1[C:13]([NH:1][C:2]1[S:3][CH:4]=[CH:5][N:6]=1)=[O:14]. (2) Given the reactants [CH2:1]([N:8]1CC=C[CH:10]([CH3:14])[CH2:9]1)[C:2]1[CH:7]=[CH:6][CH:5]=[CH:4][CH:3]=1.C[N+]1([O-])CC[O:19]CC1.[C:23]([OH:27])([CH3:26])(C)[CH3:24].S(=O)(O)[O-].[Na+], predict the reaction product. The product is: [CH2:1]([N:8]1[CH2:9][CH:10]([CH3:14])[CH:24]([OH:19])[CH:23]([OH:27])[CH2:26]1)[C:2]1[CH:7]=[CH:6][CH:5]=[CH:4][CH:3]=1. (3) Given the reactants [F:1][C:2]1[CH:7]=[CH:6][C:5]([N:8]2[C:11](=[O:12])[C@H:10]([S:13][CH2:14][C:15]([C:17]3[CH:22]=[CH:21][C:20]([F:23])=[CH:19][CH:18]=3)=[O:16])[C@H:9]2[C:24]2[CH:34]=[CH:33][C:27]([O:28]CC(O)=O)=[CH:26][CH:25]=2)=[CH:4][CH:3]=1.Cl.C([O:40][C:41](=[O:50])[C@@H:42]([CH2:44][O:45]C(C)(C)C)[NH2:43])(C)(C)C.CN1CC[O:55][CH2:54][CH2:53]1.CN(C(ON1N=NC2C=CC=CC1=2)=[N+](C)C)C.[B-](F)(F)(F)F.C(O)(C(F)(F)F)=O, predict the reaction product. The product is: [F:1][C:2]1[CH:3]=[CH:4][C:5]([N:8]2[C:11](=[O:12])[C@H:10]([S:13][CH2:14][CH:15]([C:17]3[CH:18]=[CH:19][C:20]([F:23])=[CH:21][CH:22]=3)[OH:16])[C@H:9]2[C:24]2[CH:25]=[CH:26][C:27]([O:28][CH2:53][C:54]([NH:43][C@@H:42]([C:41]([OH:40])=[O:50])[CH2:44][OH:45])=[O:55])=[CH:33][CH:34]=2)=[CH:6][CH:7]=1.